This data is from Catalyst prediction with 721,799 reactions and 888 catalyst types from USPTO. The task is: Predict which catalyst facilitates the given reaction. Reactant: [C:1]([O:5][C:6]([N:8]1[CH2:13][CH2:12][CH:11]([CH2:14][CH2:15][O:16][C:17]2[CH:22]=[C:21](Cl)[N:20]=[C:19]([C:24]#[N:25])[N:18]=2)[CH2:10][CH2:9]1)=[O:7])([CH3:4])([CH3:3])[CH3:2].[CH2:26]1[C:29]2([CH2:34][CH2:33][CH:32]([CH2:35][NH2:36])[CH2:31][CH2:30]2)[CH2:28][CH2:27]1.C([O-])([O-])=O.[K+].[K+]. Product: [C:1]([O:5][C:6]([N:8]1[CH2:13][CH2:12][CH:11]([CH2:14][CH2:15][O:16][C:17]2[CH:22]=[C:21]([NH:36][CH2:35][CH:32]3[CH2:31][CH2:30][C:29]4([CH2:28][CH2:27][CH2:26]4)[CH2:34][CH2:33]3)[N:20]=[C:19]([C:24]#[N:25])[N:18]=2)[CH2:10][CH2:9]1)=[O:7])([CH3:4])([CH3:3])[CH3:2]. The catalyst class is: 210.